Dataset: Forward reaction prediction with 1.9M reactions from USPTO patents (1976-2016). Task: Predict the product of the given reaction. (1) Given the reactants [Cl:1][C:2]1[CH:20]=[CH:19][C:5]([CH2:6][N:7]([CH:14]2[CH2:18][CH2:17][NH:16][CH2:15]2)[CH2:8][C:9]([NH:11][CH2:12][CH3:13])=[O:10])=[CH:4][CH:3]=1.C(=O)([O-])[O-].[K+].[K+].Br[CH2:28][CH2:29]/[CH:30]=[C:31]1/[C:32]2[CH:45]=[C:44]([C:46]([OH:49])([CH3:48])[CH3:47])[CH:43]=[CH:42][C:33]=2[O:34][CH2:35][C:36]2[N:41]=[CH:40][CH:39]=[CH:38][C:37]/1=2, predict the reaction product. The product is: [Cl:1][C:2]1[CH:20]=[CH:19][C:5]([CH2:6][N:7]([CH:14]2[CH2:18][CH2:17][N:16]([CH2:28][CH2:29][CH:30]=[C:31]3[C:37]4[CH:38]=[CH:39][CH:40]=[N:41][C:36]=4[CH2:35][O:34][C:33]4[CH:42]=[CH:43][C:44]([C:46]([OH:49])([CH3:48])[CH3:47])=[CH:45][C:32]3=4)[CH2:15]2)[CH2:8][C:9]([NH:11][CH2:12][CH3:13])=[O:10])=[CH:4][CH:3]=1. (2) Given the reactants O[C:2]1[C:3]([OH:18])=[C:4](O)[C:5](O)=[C:6]([CH:15]=1)[C:7]([C:9]1[CH:14]=[CH:13][CH:12]=[CH:11][CH:10]=1)=[O:8].[OH-].[Na+].C1([O-:27])C=CC=CC=1.[Na+].[Na+].C1([O-])C=CC=CC=1.ClC([SiH2]OC)Cl, predict the reaction product. The product is: [OH:18][C:3]1[CH:4]=[CH:5][C:6]([C:7]([C:9]2[CH:14]=[CH:13][C:12]([OH:27])=[CH:11][CH:10]=2)=[O:8])=[CH:15][CH:2]=1. (3) The product is: [Cl:1][C:2]1[C:21]([C:28]2[NH:27][N:26]=[CH:25][C:24]=2[F:23])=[CH:20][C:5]([C:6]([NH:8][C:9]2[CH:14]=[CH:13][C:12]([O:15][C:16]([F:19])([F:18])[F:17])=[CH:11][CH:10]=2)=[O:7])=[CH:4][N:3]=1. Given the reactants [Cl:1][C:2]1[C:21](I)=[CH:20][C:5]([C:6]([NH:8][C:9]2[CH:14]=[CH:13][C:12]([O:15][C:16]([F:19])([F:18])[F:17])=[CH:11][CH:10]=2)=[O:7])=[CH:4][N:3]=1.[F:23][C:24]1[CH:25]=[N:26][NH:27][C:28]=1[Sn](CCCC)(CCCC)CCCC, predict the reaction product. (4) Given the reactants [CH2:1]([N:4]([CH2:27][CH2:28][CH3:29])[CH2:5][CH2:6][CH2:7][CH2:8][NH:9][C:10]([NH:12][C:13]1[CH:18]=[CH:17][C:16]([CH2:19][NH:20][CH2:21][C:22]2[NH:23][CH:24]=[CH:25][N:26]=2)=[CH:15][CH:14]=1)=[S:11])[CH2:2][CH3:3].[CH3:30][N:31]1[CH:35]=[CH:34][N:33]=[C:32]1[CH:36]=O.C([BH3-])#N.[Na+].C(O)(=O)C, predict the reaction product. The product is: [CH2:27]([N:4]([CH2:1][CH2:2][CH3:3])[CH2:5][CH2:6][CH2:7][CH2:8][NH:9][C:10]([NH:12][C:13]1[CH:14]=[CH:15][C:16]([CH2:19][N:20]([CH2:21][C:22]2[NH:26][CH:25]=[CH:24][N:23]=2)[CH2:36][C:32]2[N:31]([CH3:30])[CH:35]=[CH:34][N:33]=2)=[CH:17][CH:18]=1)=[S:11])[CH2:28][CH3:29]. (5) Given the reactants [CH3:1][C:2]1[CH:8]=[CH:7][C:5]([NH2:6])=[CH:4][C:3]=1[C:9]1[CH:14]=[C:13]([O:15][CH2:16][CH2:17][O:18][CH:19]2[CH2:24][CH2:23][CH2:22][CH2:21][O:20]2)[N:12]=[C:11]([N:25]2[CH2:30][CH2:29][O:28][CH2:27][C@H:26]2[CH3:31])[CH:10]=1.[F:32][C:33]([F:44])([F:43])[C:34]1[CH:35]=[C:36]([CH:40]=[CH:41][CH:42]=1)[C:37](O)=[O:38].C1C=NC2N(O)N=NC=2C=1.CCN(C(C)C)C(C)C.C(Cl)CCl, predict the reaction product. The product is: [CH3:1][C:2]1[CH:8]=[CH:7][C:5]([NH:6][C:37](=[O:38])[C:36]2[CH:40]=[CH:41][CH:42]=[C:34]([C:33]([F:32])([F:43])[F:44])[CH:35]=2)=[CH:4][C:3]=1[C:9]1[CH:14]=[C:13]([O:15][CH2:16][CH2:17][O:18][CH:19]2[CH2:24][CH2:23][CH2:22][CH2:21][O:20]2)[N:12]=[C:11]([N:25]2[CH2:30][CH2:29][O:28][CH2:27][C@H:26]2[CH3:31])[CH:10]=1.